From a dataset of Reaction yield outcomes from USPTO patents with 853,638 reactions. Predict the reaction yield, written as a fraction of the theoretical maximum amount of product (1.0 means a 100% yield; for example, 0.34 means a 34% yield). (1) The reactants are [CH:1]1[C:10]2[C:5](=[CH:6][CH:7]=[CH:8][CH:9]=2)[CH:4]=[CH:3][C:2]=1[CH2:11][NH:12][CH:13]1[CH:18]2[CH:14]1[CH2:15][N:16]([C:19]1[CH:27]=[CH:26][C:22]([C:23](O)=[O:24])=[CH:21][CH:20]=1)[CH2:17]2.CCN=C=N[CH2:33][CH2:34][CH2:35]N(C)C.Cl.C1C=CC2[N:48]([OH:49])N=NC=2C=1.CCN([CH2:55][CH3:56])CC.CN([CH:60]=[O:61])C. The catalyst is O. The product is [CH2:60]([O:61][CH:55]([O:49][NH:48][C:23](=[O:24])[C:22]1[CH:21]=[CH:20][C:19]([N:16]2[CH2:15][CH:14]3[CH:18]([CH:13]3[NH:12][CH2:11][C:2]3[CH:3]=[CH:4][C:5]4[C:10](=[CH:9][CH:8]=[CH:7][CH:6]=4)[CH:1]=3)[CH2:17]2)=[CH:27][CH:26]=1)[CH3:56])[CH:34]([CH3:33])[CH3:35]. The yield is 0.190. (2) The product is [S:4]1[CH:5]=[CH:6][C:2]([C:21]([OH:26])([CH2:22][CH:23]([CH3:25])[CH3:24])[CH2:20][CH:18]([CH3:19])[CH3:17])=[C:3]1[C:7]1[S:8][CH:9]=[CH:10][CH:11]=1. The yield is 0.180. The reactants are Br[C:2]1[CH:6]=[CH:5][S:4][C:3]=1[C:7]1[S:8][CH:9]=[CH:10][CH:11]=1.C([Li])CCC.[CH3:17][CH:18]([CH2:20][C:21](=[O:26])[CH2:22][CH:23]([CH3:25])[CH3:24])[CH3:19]. The catalyst is C(OCC)C. (3) The reactants are Br[C:2]1[N:3]=[C:4]([C:23]2[O:27][N:26]=[C:25]([C:28]3[CH:33]=[CH:32][CH:31]=[CH:30][CH:29]=3)[CH:24]=2)[C:5]([N:8]([C:16]([O:18][C:19]([CH3:22])([CH3:21])[CH3:20])=[O:17])[C:9](=[O:15])[O:10][C:11]([CH3:14])([CH3:13])[CH3:12])=[N:6][CH:7]=1.B([C:37]1[CH:45]=[CH:44][C:40]([C:41]([OH:43])=[O:42])=[CH:39][CH:38]=1)(O)O.C([O-])([O-])=O.[Na+].[Na+].O. The catalyst is CC#N.C1C=CC([P]([Pd]([P](C2C=CC=CC=2)(C2C=CC=CC=2)C2C=CC=CC=2)([P](C2C=CC=CC=2)(C2C=CC=CC=2)C2C=CC=CC=2)[P](C2C=CC=CC=2)(C2C=CC=CC=2)C2C=CC=CC=2)(C2C=CC=CC=2)C2C=CC=CC=2)=CC=1. The product is [C:11]([O:10][C:9]([N:8]([C:16]([O:18][C:19]([CH3:22])([CH3:21])[CH3:20])=[O:17])[C:5]1[N:6]=[CH:7][C:2]([C:37]2[CH:45]=[CH:44][C:40]([C:41]([OH:43])=[O:42])=[CH:39][CH:38]=2)=[N:3][C:4]=1[C:23]1[O:27][N:26]=[C:25]([C:28]2[CH:33]=[CH:32][CH:31]=[CH:30][CH:29]=2)[CH:24]=1)=[O:15])([CH3:14])([CH3:13])[CH3:12]. The yield is 0.990. (4) The reactants are [CH3:1][O:2][C:3]([CH:5]1[CH2:9][C:8](=[O:10])[CH:7]=[C:6]1[C:11]([O:13][CH3:14])=[O:12])=[O:4].[BH4-].[Na+]. The catalyst is CO. The product is [CH3:14][O:13][C:11]([CH:6]1[CH2:7][CH:8]([OH:10])[CH:9]=[C:5]1[C:3]([O:2][CH3:1])=[O:4])=[O:12]. The yield is 0.920. (5) The catalyst is CN(C)C=O.CO. The yield is 0.410. The reactants are [CH3:1][C:2]1([CH3:11])[CH2:7][CH:6]([OH:8])[CH2:5][C:4]([CH3:10])([CH3:9])[NH:3]1.[C:12](OC)(=[O:19])[CH2:13][CH2:14][CH2:15][CH2:16][CH2:17][CH3:18].C(=O)([O-])[O-].[K+].[K+].N#N.[ClH:30]. The product is [CH3:18][CH2:17][CH2:16][CH2:15][CH2:14][CH2:13][C:12]([O:8][CH:6]1[CH2:5][C:4]([CH3:10])([CH3:9])[NH:3][C:2]([CH3:11])([CH3:1])[CH2:7]1)=[O:19].[ClH:30]. (6) The reactants are [CH3:1][O:2][C:3]([NH:5][C@@H:6]([CH:17]([CH3:19])[CH3:18])[C:7]([N:9]1[CH2:13][CH2:12][CH2:11][C@H:10]1[C:14]([OH:16])=O)=[O:8])=[O:4].CCN(CC)CC.ClC(OCC(C)C)=O.[N+:35](=[CH2:37])=[N-:36]. The catalyst is O1CCCC1.CCOCC. The product is [N+:35](=[CH:37][C:14]([C@@H:10]1[CH2:11][CH2:12][CH2:13][N:9]1[C:7](=[O:8])[C@@H:6]([NH:5][C:3](=[O:4])[O:2][CH3:1])[CH:17]([CH3:19])[CH3:18])=[O:16])=[N-:36]. The yield is 0.750.